From a dataset of Full USPTO retrosynthesis dataset with 1.9M reactions from patents (1976-2016). Predict the reactants needed to synthesize the given product. Given the product [CH3:1][O:2][C:3](=[O:38])[C:4]1[CH:9]=[CH:8][C:7]([CH2:10][N:11]2[CH:15]=[C:14]([C:16]3[CH:21]=[CH:20][C:19]([Cl:22])=[CH:18][C:17]=3[Cl:23])[N:13]=[C:12]2[CH2:24][C:25]2[CH:30]=[CH:29][C:28]([C:31]3[CH:36]=[CH:35][CH:34]=[C:33]([NH:37][C:40]([O:42][CH3:43])=[O:41])[CH:32]=3)=[CH:27][CH:26]=2)=[CH:6][CH:5]=1, predict the reactants needed to synthesize it. The reactants are: [CH3:1][O:2][C:3](=[O:38])[C:4]1[CH:9]=[CH:8][C:7]([CH2:10][N:11]2[CH:15]=[C:14]([C:16]3[CH:21]=[CH:20][C:19]([Cl:22])=[CH:18][C:17]=3[Cl:23])[N:13]=[C:12]2[CH2:24][C:25]2[CH:30]=[CH:29][C:28]([C:31]3[CH:36]=[CH:35][CH:34]=[C:33]([NH2:37])[CH:32]=3)=[CH:27][CH:26]=2)=[CH:6][CH:5]=1.Cl[C:40]([O:42][CH3:43])=[O:41].